From a dataset of Catalyst prediction with 721,799 reactions and 888 catalyst types from USPTO. Predict which catalyst facilitates the given reaction. (1) Reactant: [CH3:1][O:2][C:3]1[CH:4]=[C:5]([NH:13][C:14]2[CH:19]=[N:18][CH:17]=[C:16](OC3C=CC(N)=CC=3)[N:15]=2)[CH:6]=[C:7]([O:11][CH3:12])[C:8]=1[O:9][CH3:10].[F:28][C:29]1[CH:34]=[CH:33][C:32]([C:35](Cl)=[O:36])=[CH:31][CH:30]=1.C([N:40]([CH2:43][CH3:44])CC)C. Product: [CH3:12][O:11][C:7]1[CH:6]=[C:5]([NH:13][C:14]2[CH:19]=[N:18][CH:17]=[C:16]([C:7]3[CH:8]=[CH:3][C:4]([C:35]([C:32]4[CH:33]=[CH:34][C:29]([F:28])=[CH:30][CH:31]=4)=[O:36])=[CH:44][C:43]=3[NH2:40])[N:15]=2)[CH:4]=[C:3]([O:2][CH3:1])[C:8]=1[O:9][CH3:10]. The catalyst class is: 12. (2) Reactant: [NH2:1][C:2]1[CH:3]=[CH:4][C:5]([N:9]2[CH2:14][CH2:13][CH2:12][C@@H:11]([C:15]([O:17][CH2:18][CH3:19])=[O:16])[CH2:10]2)=[N:6][C:7]=1[NH2:8].[CH:20]1([C:23]2[N:28]=[C:27]([CH:29]=O)[CH:26]=[CH:25][CH:24]=2)[CH2:22][CH2:21]1.[S].C(O)(=O)C. Product: [CH:20]1([C:23]2[N:28]=[C:27]([C:29]3[NH:8][C:7]4=[N:6][C:5]([N:9]5[CH2:14][CH2:13][CH2:12][C@@H:11]([C:15]([O:17][CH2:18][CH3:19])=[O:16])[CH2:10]5)=[CH:4][CH:3]=[C:2]4[N:1]=3)[CH:26]=[CH:25][CH:24]=2)[CH2:22][CH2:21]1. The catalyst class is: 8. (3) Reactant: [CH2:1]([OH:3])[CH3:2].[H-].[Na+].[N:6]1([C:12]([N:14]2[CH2:19][CH:18]([C:20]3[CH:25]=[CH:24][C:23]([C:26]([F:29])([F:28])[F:27])=[CH:22][CH:21]=3)[CH2:17][CH:16]([CH2:30]S([O-])(=O)=O)[CH2:15]2)=[O:13])[CH2:11][CH2:10][O:9][CH2:8][CH2:7]1.O. Product: [CH2:1]([O:3][CH2:30][CH:16]1[CH2:17][CH:18]([C:20]2[CH:25]=[CH:24][C:23]([C:26]([F:29])([F:28])[F:27])=[CH:22][CH:21]=2)[CH2:19][N:14]([C:12]([N:6]2[CH2:11][CH2:10][O:9][CH2:8][CH2:7]2)=[O:13])[CH2:15]1)[CH3:2]. The catalyst class is: 3. (4) Reactant: [CH3:1][O:2][C:3]1[CH:4]=[C:5]([CH:7]=[C:8]([N+:10]([O-:12])=[O:11])[CH:9]=1)N.[CH3:13]O.C=O.[C:17]([BH3-])#[N:18].[Na+]. Product: [CH3:13][N:18]([CH3:17])[C:5]1[CH:7]=[C:8]([N+:10]([O-:12])=[O:11])[CH:9]=[C:3]([O:2][CH3:1])[CH:4]=1. The catalyst class is: 15. (5) Reactant: [CH3:1][O:2][C:3]1[CH:4]=[C:5]2[C:10](=[CH:11][C:12]=1[O:13][CH3:14])[N:9]=[CH:8][CH:7]=[C:6]2[O:15][C:16]1[CH:22]=[CH:21][C:19]([NH2:20])=[C:18]([CH3:23])[C:17]=1[CH3:24].[C:25]1([CH3:31])[CH:30]=[CH:29][CH:28]=[CH:27][CH:26]=1.C(N(CC)CC)C.ClC(Cl)([O:42][C:43](=[O:49])OC(Cl)(Cl)Cl)Cl.COC1C=[CH:63][C:56]([CH:57](O)C(C)(C)C)=[CH:55]C=1. Product: [CH3:1][O:2][C:3]1[CH:4]=[C:5]2[C:10](=[CH:11][C:12]=1[O:13][CH3:14])[N:9]=[CH:8][CH:7]=[C:6]2[O:15][C:16]1[CH:22]=[CH:21][C:19]([NH:20][C:43](=[O:49])[O:42][CH2:31][C:25]2[CH:30]=[CH:29][C:28]([C:56]([CH3:63])([CH3:57])[CH3:55])=[CH:27][CH:26]=2)=[C:18]([CH3:23])[C:17]=1[CH3:24]. The catalyst class is: 2.